This data is from Reaction yield outcomes from USPTO patents with 853,638 reactions. The task is: Predict the reaction yield, written as a fraction of the theoretical maximum amount of product (1.0 means a 100% yield; for example, 0.34 means a 34% yield). (1) The reactants are [OH-].[Na+].[F:3][C:4]1[CH:5]=[C:6]([N:10]2[CH2:14][CH2:13][CH2:12][C@@H:11]2[C:15]2[CH:16]=[C:17]([C:32]([O:34]C)=[O:33])[CH:18]=[C:19]3[C:24]=2[O:23][C:22]([N:25]2[CH2:30][CH2:29][O:28][CH2:27][CH2:26]2)=[CH:21][C:20]3=[O:31])[CH:7]=[CH:8][CH:9]=1.Cl. The catalyst is C1COCC1.CO. The product is [F:3][C:4]1[CH:5]=[C:6]([N:10]2[CH2:14][CH2:13][CH2:12][C@@H:11]2[C:15]2[CH:16]=[C:17]([C:32]([OH:34])=[O:33])[CH:18]=[C:19]3[C:24]=2[O:23][C:22]([N:25]2[CH2:30][CH2:29][O:28][CH2:27][CH2:26]2)=[CH:21][C:20]3=[O:31])[CH:7]=[CH:8][CH:9]=1. The yield is 0.860. (2) The reactants are Cl.[Cl:2][C:3]1[CH:8]=[CH:7][C:6]([C:9]2[CH:14]=[CH:13][CH:12]=[C:11]([NH2:15])[CH:10]=2)=[CH:5][CH:4]=1.[C:16]([O:20][C:21]([N:23]1[CH2:27][CH2:26][CH2:25][CH:24]1[C:28](O)=[O:29])=[O:22])([CH3:19])([CH3:18])[CH3:17].CN(C(ON1N=NC2C=CC=NC1=2)=[N+](C)C)C.F[P-](F)(F)(F)(F)F.CCN(C(C)C)C(C)C. The catalyst is CN(C=O)C.C(OCC)(=O)C. The product is [C:16]([O:20][C:21]([N:23]1[CH2:27][CH2:26][CH2:25][CH:24]1[C:28](=[O:29])[NH:15][C:11]1[CH:10]=[C:9]([C:6]2[CH:5]=[CH:4][C:3]([Cl:2])=[CH:8][CH:7]=2)[CH:14]=[CH:13][CH:12]=1)=[O:22])([CH3:19])([CH3:18])[CH3:17]. The yield is 0.990. (3) The reactants are [F:1][CH2:2][CH2:3][O:4][CH2:5][C:6]1[CH:11]=[CH:10][C:9]([N:12]2[CH2:17][CH2:16][N:15](C(OC(C)(C)C)=O)[CH2:14][CH2:13]2)=[CH:8][CH:7]=1.[ClH:25]. The catalyst is O1CCOCC1. The product is [ClH:25].[F:1][CH2:2][CH2:3][O:4][CH2:5][C:6]1[CH:7]=[CH:8][C:9]([N:12]2[CH2:13][CH2:14][NH:15][CH2:16][CH2:17]2)=[CH:10][CH:11]=1. The yield is 0.910. (4) The reactants are [Cl:1][C:2]1[CH:3]=[C:4]([C@H:9]2[C@H:13]([NH:14][CH2:15][CH3:16])[CH2:12][N:11]([C:17]([CH:19]3[CH2:24][CH2:23][N:22]([C:25]([C:27]4([CH3:30])[CH2:29][CH2:28]4)=[O:26])[CH2:21][CH2:20]3)=[O:18])[CH2:10]2)[CH:5]=[CH:6][C:7]=1[Cl:8].C(N(CC)C(C)C)(C)C.Cl[C:41]([O:43][C:44]1[CH:49]=[CH:48][C:47]([F:50])=[CH:46][CH:45]=1)=[O:42]. The catalyst is ClCCl. The product is [F:50][C:47]1[CH:48]=[CH:49][C:44]([O:43][C:41](=[O:42])[N:14]([C@H:13]2[C@H:9]([C:4]3[CH:5]=[CH:6][C:7]([Cl:8])=[C:2]([Cl:1])[CH:3]=3)[CH2:10][N:11]([C:17]([CH:19]3[CH2:24][CH2:23][N:22]([C:25]([C:27]4([CH3:30])[CH2:29][CH2:28]4)=[O:26])[CH2:21][CH2:20]3)=[O:18])[CH2:12]2)[CH2:15][CH3:16])=[CH:45][CH:46]=1. The yield is 0.520.